From a dataset of Catalyst prediction with 721,799 reactions and 888 catalyst types from USPTO. Predict which catalyst facilitates the given reaction. Reactant: [CH:1]([C:3]1[CH:4]=[C:5]([CH:9]=[CH:10][CH:11]=1)[C:6]([OH:8])=O)=[O:2].C(N(CC)CC)C.ON1C2C=CC=CC=2N=N1.Cl.C(N=C=NCCCN(C)C)C.Cl.[CH:42]1([C:45]([N:47]2[CH2:52][CH2:51][NH:50][CH2:49][CH2:48]2)=[O:46])[CH2:44][CH2:43]1. Product: [CH:42]1([C:45]([N:47]2[CH2:52][CH2:51][N:50]([C:6]([C:5]3[CH:4]=[C:3]([CH:11]=[CH:10][CH:9]=3)[CH:1]=[O:2])=[O:8])[CH2:49][CH2:48]2)=[O:46])[CH2:43][CH2:44]1. The catalyst class is: 4.